Regression. Given a peptide amino acid sequence and an MHC pseudo amino acid sequence, predict their binding affinity value. This is MHC class II binding data. From a dataset of Peptide-MHC class II binding affinity with 134,281 pairs from IEDB. (1) The peptide sequence is IFRHWYWQQPYYIVA. The MHC is HLA-DQA10101-DQB10501 with pseudo-sequence HLA-DQA10101-DQB10501. The binding affinity (normalized) is 0.894. (2) The peptide sequence is GEALSTLVVNKIRGT. The MHC is DRB1_1101 with pseudo-sequence DRB1_1101. The binding affinity (normalized) is 0.364. (3) The peptide sequence is RKPLDNIKDNVGKME. The MHC is HLA-DPA10201-DPB10101 with pseudo-sequence HLA-DPA10201-DPB10101. The binding affinity (normalized) is 0.0429. (4) The peptide sequence is KMIGGIGGFIKVRQYDQITI. The MHC is DRB3_0101 with pseudo-sequence DRB3_0101. The binding affinity (normalized) is 0.210. (5) The peptide sequence is HGSEPCIIHRGKPF. The MHC is HLA-DQA10401-DQB10402 with pseudo-sequence HLA-DQA10401-DQB10402. The binding affinity (normalized) is 0.198. (6) The MHC is DRB1_0901 with pseudo-sequence DRB1_0901. The binding affinity (normalized) is 0.408. The peptide sequence is EVYTQLCDHRLMSAA. (7) The peptide sequence is KAFAEGLSGEPKGGA. The MHC is HLA-DPA10103-DPB10301 with pseudo-sequence HLA-DPA10103-DPB10301. The binding affinity (normalized) is 0.0385.